Dataset: NCI-60 drug combinations with 297,098 pairs across 59 cell lines. Task: Regression. Given two drug SMILES strings and cell line genomic features, predict the synergy score measuring deviation from expected non-interaction effect. Drug 1: C1CCN(CC1)CCOC2=CC=C(C=C2)C(=O)C3=C(SC4=C3C=CC(=C4)O)C5=CC=C(C=C5)O. Drug 2: C1=CC=C(C(=C1)C(C2=CC=C(C=C2)Cl)C(Cl)Cl)Cl. Cell line: COLO 205. Synergy scores: CSS=-2.94, Synergy_ZIP=1.20, Synergy_Bliss=2.56, Synergy_Loewe=-6.68, Synergy_HSA=-6.68.